From a dataset of Full USPTO retrosynthesis dataset with 1.9M reactions from patents (1976-2016). Predict the reactants needed to synthesize the given product. (1) The reactants are: B(Br)(Br)Br.C[O:6][C:7]1[CH:12]=[CH:11][C:10]([S:13][C:14]2[CH:21]=[CH:20][C:17]([C:18]#[N:19])=[CH:16][CH:15]=2)=[CH:9][CH:8]=1.C(=O)(O)[O-].[Na+]. Given the product [OH:6][C:7]1[CH:12]=[CH:11][C:10]([S:13][C:14]2[CH:21]=[CH:20][C:17]([C:18]#[N:19])=[CH:16][CH:15]=2)=[CH:9][CH:8]=1, predict the reactants needed to synthesize it. (2) Given the product [C:1]([O:6][CH2:7][C:8]1[CH:9]=[CH:10][CH:11]=[CH:12][CH:13]=1)(=[O:5])[C:2]([CH3:4])=[CH2:3].[C:14]([OH:19])(=[O:18])[C:15]([CH3:17])=[CH2:16], predict the reactants needed to synthesize it. The reactants are: [C:1]([O:6][CH2:7][C:8]1[CH:13]=[CH:12][CH:11]=[CH:10][CH:9]=1)(=[O:5])[C:2]([CH3:4])=[CH2:3].[C:14]([OH:19])(=[O:18])[C:15]([CH3:17])=[CH2:16].N(C(C)(C)C(OC)=O)=NC(C)(C)C(OC)=O. (3) Given the product [C:12]([O:11][C:9]([N:5]1[CH2:6][CH2:7][CH2:8][CH:3]([CH2:2][O:1][S:22]([C:19]2[CH:20]=[CH:21][C:16]([CH3:26])=[CH:17][CH:18]=2)(=[O:24])=[O:23])[CH2:4]1)=[O:10])([CH3:15])([CH3:14])[CH3:13], predict the reactants needed to synthesize it. The reactants are: [OH:1][CH2:2][CH:3]1[CH2:8][CH2:7][CH2:6][N:5]([C:9]([O:11][C:12]([CH3:15])([CH3:14])[CH3:13])=[O:10])[CH2:4]1.[C:16]1([CH3:26])[CH:21]=[CH:20][C:19]([S:22](O)(=[O:24])=[O:23])=[CH:18][CH:17]=1. (4) Given the product [C:28]([C:26]1[N:27]=[C:23]([N:21]2[CH2:22][CH:19]([OH:18])[CH2:20]2)[O:24][CH:25]=1)#[N:29], predict the reactants needed to synthesize it. The reactants are: [Si]([O:18][CH:19]1[CH2:22][N:21]([C:23]2[O:24][CH:25]=[C:26]([C:28]#[N:29])[N:27]=2)[CH2:20]1)(C(C)(C)C)(C1C=CC=CC=1)C1C=CC=CC=1.[F-].C([N+](CCCC)(CCCC)CCCC)CCC. (5) Given the product [C:10]([C:12]1[CH:19]=[CH:18][C:15]([CH:16]=[C:2]([C:1]([O:8][CH3:9])=[O:7])[C:3]([O:5][CH3:6])=[O:4])=[CH:14][CH:13]=1)#[N:11], predict the reactants needed to synthesize it. The reactants are: [C:1]([O:8][CH3:9])(=[O:7])[CH2:2][C:3]([O:5][CH3:6])=[O:4].[C:10]([C:12]1[CH:19]=[CH:18][C:15]([CH:16]=O)=[CH:14][CH:13]=1)#[N:11].N1CCCCC1. (6) Given the product [ClH:21].[C:1]12([CH2:11][NH:12][C:13](=[O:14])[C:15]3[C:20]([Cl:21])=[CH:19][N:18]=[C:17]([CH2:22][CH2:23][CH2:24][NH2:25])[CH:16]=3)[CH2:2][CH:3]3[CH2:4][CH:5]([CH2:6][CH:7]([CH2:9]3)[CH2:8]1)[CH2:10]2, predict the reactants needed to synthesize it. The reactants are: [C:1]12([CH2:11][NH:12][C:13]([C:15]3[C:20]([Cl:21])=[CH:19][N:18]=[C:17]([C:22]#[C:23][CH2:24][NH:25]C(=O)OC(C)(C)C)[CH:16]=3)=[O:14])[CH2:10][CH:5]3[CH2:6][CH:7]([CH2:9][CH:3]([CH2:4]3)[CH2:2]1)[CH2:8]2.[H][H].